This data is from Full USPTO retrosynthesis dataset with 1.9M reactions from patents (1976-2016). The task is: Predict the reactants needed to synthesize the given product. (1) Given the product [Br:1][C:2]1[C:3]([N:18]2[CH2:22][CH2:21][CH:20]([CH:23]3[CH2:25][CH2:24]3)[CH2:19]2)=[C:4]([C@H:10]([O:17][C:4]([CH3:10])([CH3:5])[CH3:3])[C:11]([O:13][CH:14]([CH3:16])[CH3:15])=[O:12])[C:5]([CH3:9])=[N:6][C:7]=1[CH3:8], predict the reactants needed to synthesize it. The reactants are: [Br:1][C:2]1[C:3]([N:18]2[CH2:22][CH2:21][CH:20]([CH:23]3[CH2:25][CH2:24]3)[CH2:19]2)=[C:4]([C@H:10]([OH:17])[C:11]([O:13][CH:14]([CH3:16])[CH3:15])=[O:12])[C:5]([CH3:9])=[N:6][C:7]=1[CH3:8]. (2) Given the product [C:1]([C:5]1[CH:6]=[CH:7][C:8]([CH2:9][NH:10][C:13]([NH:34][C:29]2[CH:30]=[CH:31][CH:32]=[C:33]3[C:28]=2[CH:27]=[N:26][N:25]3[CH3:24])=[O:14])=[CH:11][CH:12]=1)([CH3:4])([CH3:2])[CH3:3], predict the reactants needed to synthesize it. The reactants are: [C:1]([C:5]1[CH:12]=[CH:11][C:8]([CH2:9][NH2:10])=[CH:7][CH:6]=1)([CH3:4])([CH3:3])[CH3:2].[C:13](Cl)(Cl)=[O:14].C(NC(C)C)(C)C.[CH3:24][N:25]1[C:33]2[CH:32]=[CH:31][CH:30]=[C:29]([NH2:34])[C:28]=2[CH:27]=[N:26]1.